Dataset: Forward reaction prediction with 1.9M reactions from USPTO patents (1976-2016). Task: Predict the product of the given reaction. Given the reactants Cl[C:2]1[C:7]([C:8]#[C:9][C:10]2[CH:15]=[CH:14][C:13]([C:16]([F:19])([F:18])[F:17])=[CH:12][CH:11]=2)=[C:6]([CH3:20])[N:5]=[C:4]([CH3:21])[N:3]=1.[NH3:22], predict the reaction product. The product is: [NH2:22][C:2]1[C:7]([C:8]#[C:9][C:10]2[CH:15]=[CH:14][C:13]([C:16]([F:19])([F:18])[F:17])=[CH:12][CH:11]=2)=[C:6]([CH3:20])[N:5]=[C:4]([CH3:21])[N:3]=1.